Dataset: Peptide-MHC class I binding affinity with 185,985 pairs from IEDB/IMGT. Task: Regression. Given a peptide amino acid sequence and an MHC pseudo amino acid sequence, predict their binding affinity value. This is MHC class I binding data. (1) The peptide sequence is VRSSPASFE. The MHC is H-2-Kb with pseudo-sequence H-2-Kb. The binding affinity (normalized) is 0.0930. (2) The peptide sequence is KTTKSWLQK. The MHC is HLA-A25:01 with pseudo-sequence HLA-A25:01. The binding affinity (normalized) is 0.0847.